This data is from Reaction yield outcomes from USPTO patents with 853,638 reactions. The task is: Predict the reaction yield, written as a fraction of the theoretical maximum amount of product (1.0 means a 100% yield; for example, 0.34 means a 34% yield). (1) The reactants are [CH3:1][C:2]1[CH:7]=[C:6]([O:8][C:9]2[CH:14]=[CH:13][C:12]([O:15][C:16]3[CH:21]=[CH:20][CH:19]=[CH:18][CH:17]=3)=[CH:11][CH:10]=2)[CH:5]=[C:4]([CH3:22])[C:3]=1[C:23]1[N:24]=[C:25]([NH2:28])[S:26][CH:27]=1.C(N(CC)CC)C.Cl.[C:37](Cl)(=[O:44])[C:38]1[CH:43]=[CH:42][N:41]=[CH:40][CH:39]=1. The catalyst is C1COCC1. The product is [CH3:1][C:2]1[CH:7]=[C:6]([O:8][C:9]2[CH:10]=[CH:11][C:12]([O:15][C:16]3[CH:21]=[CH:20][CH:19]=[CH:18][CH:17]=3)=[CH:13][CH:14]=2)[CH:5]=[C:4]([CH3:22])[C:3]=1[C:23]1[N:24]=[C:25]([NH:28][C:37](=[O:44])[C:38]2[CH:43]=[CH:42][N:41]=[CH:40][CH:39]=2)[S:26][CH:27]=1. The yield is 0.800. (2) The reactants are [NH2:1][CH:2]([CH:4]1[CH2:13][C@@H:12]([C:14]2[CH:19]=[CH:18][C:17]([Cl:20])=[C:16]([Cl:21])[CH:15]=2)[C:11]2[C:6](=[CH:7][CH:8]=[CH:9][CH:10]=2)[CH:5]1O)[CH3:3].C(O)(C(F)(F)F)=O. The catalyst is C(Cl)Cl. The product is [Cl:21][C:16]1[CH:15]=[C:14]([C@H:12]2[C:11]3[C:6](=[CH:7][CH:8]=[CH:9][CH:10]=3)[CH:5]=[C:4]([CH:2]([NH2:1])[CH3:3])[CH2:13]2)[CH:19]=[CH:18][C:17]=1[Cl:20]. The yield is 0.775. (3) The reactants are Cl.C([O:9][C:10]1[CH:19]=[C:18]2[C:13]([C:14]([NH:20][C:21]3[CH:26]=[CH:25][C:24]([Br:27])=[CH:23][C:22]=3[F:28])=[N:15][CH:16]=[N:17]2)=[CH:12][C:11]=1[O:29][CH3:30])C1C=CC=CC=1. The catalyst is C(O)(C(F)(F)F)=O. The product is [Br:27][C:24]1[CH:25]=[CH:26][C:21]([NH:20][C:14]2[C:13]3[C:18](=[CH:19][C:10]([OH:9])=[C:11]([O:29][CH3:30])[CH:12]=3)[N:17]=[CH:16][N:15]=2)=[C:22]([F:28])[CH:23]=1. The yield is 0.820.